This data is from Forward reaction prediction with 1.9M reactions from USPTO patents (1976-2016). The task is: Predict the product of the given reaction. (1) Given the reactants [N:1]([C:4]1[CH:12]=[CH:11][C:7]([C:8]([OH:10])=O)=[CH:6][CH:5]=1)=[N+:2]=[N-:3].C1C=CC2N(O)N=NC=2C=1.[NH2:23][CH2:24][CH2:25][N:26]1[CH2:31][CH2:30][CH2:29][CH2:28][CH2:27]1.CCN=C=NCCCN(C)C, predict the reaction product. The product is: [N:1]([C:4]1[CH:5]=[CH:6][C:7]([C:8]([NH:23][CH2:24][CH2:25][N:26]2[CH2:31][CH2:30][CH2:29][CH2:28][CH2:27]2)=[O:10])=[CH:11][CH:12]=1)=[N+:2]=[N-:3]. (2) Given the reactants [CH:1]1([C:4]([N:6]2[CH2:10][CH2:9][C@@H:8]([CH2:11][NH:12][C:13]3[CH:18]=[CH:17][N:16]=[CH:15][C:14]=3[NH2:19])[CH2:7]2)=[O:5])[CH2:3][CH2:2]1.[O:20]1[C:24]2[CH:25]=[CH:26][C:27]([C:29]3[CH:36]=[CH:35][C:32]([CH:33]=O)=[CH:31][CH:30]=3)=[CH:28][C:23]=2[CH:22]=[CH:21]1, predict the reaction product. The product is: [O:20]1[C:24]2[CH:25]=[CH:26][C:27]([C:29]3[CH:36]=[CH:35][C:32]([C:33]4[N:12]([CH2:11][C@@H:8]5[CH2:9][CH2:10][N:6]([C:4]([CH:1]6[CH2:3][CH2:2]6)=[O:5])[CH2:7]5)[C:13]5[CH:18]=[CH:17][N:16]=[CH:15][C:14]=5[N:19]=4)=[CH:31][CH:30]=3)=[CH:28][C:23]=2[CH:22]=[CH:21]1. (3) Given the reactants [NH2:1][C:2]1[C:11]([C:12]#[N:13])=[C:10]([C:14]2[CH:19]=[CH:18][C:17]([Cl:20])=[CH:16][C:15]=2[Cl:21])[C:9]2[CH2:8][CH2:7][C:6]3[CH:22]=[CH:23][CH:24]=[CH:25][C:5]=3[C:4]=2[N:3]=1.[H-].[H-].[H-].[H-].[Li+].[Al+3].O.C(OCC)(=O)C, predict the reaction product. The product is: [NH2:13][CH2:12][C:11]1[C:2]([NH2:1])=[N:3][C:4]2[C:5]3[CH:25]=[CH:24][CH:23]=[CH:22][C:6]=3[CH2:7][CH2:8][C:9]=2[C:10]=1[C:14]1[CH:19]=[CH:18][C:17]([Cl:20])=[CH:16][C:15]=1[Cl:21]. (4) The product is: [F:1][C:2]1[CH:17]=[CH:16][C:5]([CH2:6][O:7][C:8]2[CH:15]=[CH:14][C:11]([CH:12]=[N+:22]([C:18]([CH3:21])([CH3:20])[CH3:19])[O-:23])=[CH:10][CH:9]=2)=[CH:4][CH:3]=1. Given the reactants [F:1][C:2]1[CH:17]=[CH:16][C:5]([CH2:6][O:7][C:8]2[CH:15]=[CH:14][C:11]([CH:12]=O)=[CH:10][CH:9]=2)=[CH:4][CH:3]=1.[C:18]([NH:22][OH:23])([CH3:21])([CH3:20])[CH3:19], predict the reaction product.